Predict the product of the given reaction. From a dataset of Forward reaction prediction with 1.9M reactions from USPTO patents (1976-2016). (1) Given the reactants [CH3:1][O:2][C:3]1[CH:8]=[CH:7][C:6]([C:9]2([C:12]3O[C:15]([NH2:17])=[N:14][N:13]=3)[CH2:11][CH2:10]2)=[CH:5][CH:4]=1.[NH2:18][NH2:19], predict the reaction product. The product is: [CH3:1][O:2][C:3]1[CH:8]=[CH:7][C:6]([C:9]2([C:12]3[N:18]([NH2:19])[C:15]([NH2:17])=[N:14][N:13]=3)[CH2:11][CH2:10]2)=[CH:5][CH:4]=1. (2) Given the reactants [CH2:1]([O:3][C:4](=[O:13])[C:5]1[CH:10]=[C:9]([F:11])[CH:8]=[C:7](Br)[CH:6]=1)[CH3:2].C1(P(C2C=CC=CC=2)C2C3OC4C(=CC=CC=4P(C4C=CC=CC=4)C4C=CC=CC=4)C(C)(C)C=3C=CC=2)C=CC=CC=1.[CH3:56][O:57][C:58]1[CH:65]=[CH:64][C:61]([CH2:62][SH:63])=[CH:60][CH:59]=1.CCN(C(C)C)C(C)C, predict the reaction product. The product is: [CH2:1]([O:3][C:4](=[O:13])[C:5]1[CH:6]=[C:7]([S:63][CH2:62][C:61]2[CH:64]=[CH:65][C:58]([O:57][CH3:56])=[CH:59][CH:60]=2)[CH:8]=[C:9]([F:11])[CH:10]=1)[CH3:2].